From a dataset of Catalyst prediction with 721,799 reactions and 888 catalyst types from USPTO. Predict which catalyst facilitates the given reaction. Reactant: [CH2:1]([O:8][C:9]1[C:13](/[CH:14]=[CH:15]/[C:16]2[N:17]=[CH:18][S:19][CH:20]=2)=[CH:12][N:11]([C:21]2[CH:26]=[CH:25][CH:24]=[CH:23][CH:22]=2)[N:10]=1)[C:2]1[CH:7]=[CH:6][CH:5]=[CH:4][CH:3]=1. Product: [CH2:1]([O:8][C:9]1[C:13]([CH2:14][CH2:15][C:16]2[N:17]=[CH:18][S:19][CH:20]=2)=[CH:12][N:11]([C:21]2[CH:26]=[CH:25][CH:24]=[CH:23][CH:22]=2)[N:10]=1)[C:2]1[CH:3]=[CH:4][CH:5]=[CH:6][CH:7]=1. The catalyst class is: 304.